Dataset: Full USPTO retrosynthesis dataset with 1.9M reactions from patents (1976-2016). Task: Predict the reactants needed to synthesize the given product. (1) Given the product [C:1]([C:5]1[N:10]=[CH:9][C:8]([C:11]2[N:12]([C:32]([N:38]3[CH2:43][CH2:42][CH:41]([NH:44][C:45](=[O:47])[CH3:46])[CH2:40][CH2:39]3)=[O:33])[C@@:13]([C:25]3[CH:26]=[CH:27][C:28]([Cl:31])=[CH:29][CH:30]=3)([CH3:24])[C@@:14]([C:17]3[CH:18]=[CH:19][C:20]([Cl:23])=[CH:21][CH:22]=3)([CH3:16])[N:15]=2)=[C:7]([O:35][CH2:36][CH3:37])[CH:6]=1)([CH3:2])([CH3:3])[CH3:4], predict the reactants needed to synthesize it. The reactants are: [C:1]([C:5]1[N:10]=[CH:9][C:8]([C:11]2[N:12]([C:32](Cl)=[O:33])[C@@:13]([C:25]3[CH:30]=[CH:29][C:28]([Cl:31])=[CH:27][CH:26]=3)([CH3:24])[C@@:14]([C:17]3[CH:22]=[CH:21][C:20]([Cl:23])=[CH:19][CH:18]=3)([CH3:16])[N:15]=2)=[C:7]([O:35][CH2:36][CH3:37])[CH:6]=1)([CH3:4])([CH3:3])[CH3:2].[NH:38]1[CH2:43][CH2:42][CH:41]([NH:44][C:45](=[O:47])[CH3:46])[CH2:40][CH2:39]1. (2) Given the product [O:8]=[C:3]1[CH2:4][CH2:5][C:6](=[O:7])[N:2]1[O:1][C:32](=[O:33])[CH2:31][S:30][C:25]1[N:26]=[CH:27][CH:28]=[CH:29][N:24]=1, predict the reactants needed to synthesize it. The reactants are: [OH:1][N:2]1[C:6](=[O:7])[CH2:5][CH2:4][C:3]1=[O:8].C1(N=C=NC2CCCCC2)CCCCC1.[N:24]1[CH:29]=[CH:28][CH:27]=[N:26][C:25]=1[S:30][CH2:31][C:32](O)=[O:33]. (3) Given the product [CH2:1]([O:3][C:4]([C:6]1[C:7]2[CH:20]=[CH:19][CH:18]=[CH:17][C:8]=2[S:9][C:10]=1[NH2:11])=[O:5])[CH3:2], predict the reactants needed to synthesize it. The reactants are: [CH2:1]([O:3][C:4]([C:6]1[C:7]2[CH:20]=[CH:19][CH:18]=[CH:17][C:8]=2[S:9][C:10]=1[NH:11]C(C1CC1)=O)=[O:5])[CH3:2].N. (4) Given the product [CH2:15]([S:22][C:2]1([CH2:26][N+:23]([O-:25])=[O:24])[CH2:7][CH2:6][N:5]([C:8]([O:10][C:11]([CH3:14])([CH3:13])[CH3:12])=[O:9])[CH2:4][CH2:3]1)[C:16]1[CH:21]=[CH:20][CH:19]=[CH:18][CH:17]=1, predict the reactants needed to synthesize it. The reactants are: O=[C:2]1[CH2:7][CH2:6][N:5]([C:8]([O:10][C:11]([CH3:14])([CH3:13])[CH3:12])=[O:9])[CH2:4][CH2:3]1.[CH2:15]([SH:22])[C:16]1[CH:21]=[CH:20][CH:19]=[CH:18][CH:17]=1.[N+:23]([CH3:26])([O-:25])=[O:24].C(N)CN. (5) Given the product [CH3:1][N:2]1[C@H:11]2[CH2:12][C:13]3[CH:18]=[CH:17][C:16]([O:19][CH3:20])=[CH:15][C:14]=3[C@:5]3([C@@H:10]2[CH2:9][CH2:8][CH2:7][CH2:6]3)[CH2:4][CH2:3]1, predict the reactants needed to synthesize it. The reactants are: [CH3:1][N:2]1[C@H:11]2[CH2:12][C:13]3[CH:18]=[CH:17][C:16]([O:19][CH3:20])=[CH:15][C:14]=3[C@:5]3([C@@H:10]2[CH2:9][CH2:8][CH2:7][CH2:6]3)[CH2:4][CH2:3]1.Br. (6) Given the product [OH:1][C@@:2]1([C:33]([F:35])([F:34])[F:36])[C:14]2[CH:13]=[C:12]([O:15][CH2:16][CH2:17][C:18]([OH:21])([CH3:20])[CH3:19])[CH:11]=[C:10]([C:22]3[CH:23]=[N:24][N:25]([C:27]([CH3:32])([CH3:31])[C:28]([NH2:38])=[O:30])[CH:26]=3)[C:9]=2[C:8]2[C:3]1=[CH:4][CH:5]=[CH:6][CH:7]=2, predict the reactants needed to synthesize it. The reactants are: [OH:1][C@@:2]1([C:33]([F:36])([F:35])[F:34])[C:14]2[CH:13]=[C:12]([O:15][CH2:16][CH2:17][C:18]([OH:21])([CH3:20])[CH3:19])[CH:11]=[C:10]([C:22]3[CH:23]=[N:24][N:25]([C:27]([CH3:32])([CH3:31])[C:28]([OH:30])=O)[CH:26]=3)[C:9]=2[C:8]2[C:3]1=[CH:4][CH:5]=[CH:6][CH:7]=2.O[N:38]1C2C=CC=CC=2N=N1.C(N=C=NCCCN(C)C)C.N.Cl.